The task is: Predict the product of the given reaction.. This data is from Forward reaction prediction with 1.9M reactions from USPTO patents (1976-2016). (1) The product is: [ClH:35].[NH2:7][CH:8]([CH2:9][C:10]1[CH:15]=[CH:14][C:13]([C:16]2[CH:17]=[CH:18][C:19]([CH2:22][CH2:23][C:24](=[O:27])[NH:25][OH:26])=[CH:20][CH:21]=2)=[CH:12][CH:11]=1)[C:28]([N:29]([CH3:31])[CH3:30])=[O:32]. Given the reactants C(OC(=O)[NH:7][CH:8]([C:28](=[O:32])[N:29]([CH3:31])[CH3:30])[CH2:9][C:10]1[CH:15]=[CH:14][C:13]([C:16]2[CH:21]=[CH:20][C:19]([CH2:22][CH2:23][C:24](=[O:27])[NH:25][OH:26])=[CH:18][CH:17]=2)=[CH:12][CH:11]=1)(C)(C)C.C(Cl)[Cl:35], predict the reaction product. (2) Given the reactants [C:1]([O:5][C:6](=[O:35])[NH:7][C:8]1([C:12]2[CH:17]=[CH:16][C:15]([C:18]3[C:19]([C:29]4[CH:34]=[CH:33][CH:32]=[CH:31][CH:30]=4)=[CH:20][C:21]4[NH:26][C:25](=S)[CH2:24][O:23][C:22]=4[N:28]=3)=[CH:14][CH:13]=2)[CH2:11][CH2:10][CH2:9]1)([CH3:4])([CH3:3])[CH3:2].[OH:36][CH2:37][C:38]([NH:40][NH2:41])=O, predict the reaction product. The product is: [OH:36][CH2:37][C:38]1[N:26]2[C:21]3[CH:20]=[C:19]([C:29]4[CH:34]=[CH:33][CH:32]=[CH:31][CH:30]=4)[C:18]([C:15]4[CH:16]=[CH:17][C:12]([C:8]5([NH:7][C:6](=[O:35])[O:5][C:1]([CH3:4])([CH3:3])[CH3:2])[CH2:11][CH2:10][CH2:9]5)=[CH:13][CH:14]=4)=[N:28][C:22]=3[O:23][CH2:24][C:25]2=[N:41][N:40]=1.